Task: Regression. Given two drug SMILES strings and cell line genomic features, predict the synergy score measuring deviation from expected non-interaction effect.. Dataset: NCI-60 drug combinations with 297,098 pairs across 59 cell lines (1) Drug 1: CC1C(C(CC(O1)OC2CC(CC3=C2C(=C4C(=C3O)C(=O)C5=C(C4=O)C(=CC=C5)OC)O)(C(=O)C)O)N)O.Cl. Drug 2: CN1C(=O)N2C=NC(=C2N=N1)C(=O)N. Cell line: SK-MEL-28. Synergy scores: CSS=13.3, Synergy_ZIP=-1.96, Synergy_Bliss=6.62, Synergy_Loewe=-17.2, Synergy_HSA=3.55. (2) Drug 1: CNC(=O)C1=CC=CC=C1SC2=CC3=C(C=C2)C(=NN3)C=CC4=CC=CC=N4. Drug 2: C1CCC(C1)C(CC#N)N2C=C(C=N2)C3=C4C=CNC4=NC=N3. Cell line: SK-OV-3. Synergy scores: CSS=5.85, Synergy_ZIP=-0.485, Synergy_Bliss=3.03, Synergy_Loewe=0.403, Synergy_HSA=1.29. (3) Drug 2: CC1=C(N=C(N=C1N)C(CC(=O)N)NCC(C(=O)N)N)C(=O)NC(C(C2=CN=CN2)OC3C(C(C(C(O3)CO)O)O)OC4C(C(C(C(O4)CO)O)OC(=O)N)O)C(=O)NC(C)C(C(C)C(=O)NC(C(C)O)C(=O)NCCC5=NC(=CS5)C6=NC(=CS6)C(=O)NCCC[S+](C)C)O. Drug 1: CCC1(CC2CC(C3=C(CCN(C2)C1)C4=CC=CC=C4N3)(C5=C(C=C6C(=C5)C78CCN9C7C(C=CC9)(C(C(C8N6C=O)(C(=O)OC)O)OC(=O)C)CC)OC)C(=O)OC)O.OS(=O)(=O)O. Cell line: A549. Synergy scores: CSS=21.2, Synergy_ZIP=-10.3, Synergy_Bliss=-0.241, Synergy_Loewe=-3.35, Synergy_HSA=0.284. (4) Drug 1: CC=C1C(=O)NC(C(=O)OC2CC(=O)NC(C(=O)NC(CSSCCC=C2)C(=O)N1)C(C)C)C(C)C. Drug 2: C(=O)(N)NO. Cell line: SNB-19. Synergy scores: CSS=59.5, Synergy_ZIP=-0.768, Synergy_Bliss=-2.23, Synergy_Loewe=-26.1, Synergy_HSA=-1.03. (5) Drug 2: CC1CC(C(C(C=C(C(C(C=CC=C(C(=O)NC2=CC(=O)C(=C(C1)C2=O)OC)C)OC)OC(=O)N)C)C)O)OC. Drug 1: C1CC2CC3=C(CC1C24CN(S(=O)(=O)N4)CC(F)(F)F)C=CC(=C3)C=CCN5CCC(CC5)C(F)(F)F. Cell line: SW-620. Synergy scores: CSS=61.0, Synergy_ZIP=2.15, Synergy_Bliss=1.14, Synergy_Loewe=-15.7, Synergy_HSA=1.98. (6) Drug 1: CC12CCC3C(C1CCC2=O)CC(=C)C4=CC(=O)C=CC34C. Drug 2: CC1CCCC2(C(O2)CC(NC(=O)CC(C(C(=O)C(C1O)C)(C)C)O)C(=CC3=CSC(=N3)C)C)C. Cell line: MDA-MB-231. Synergy scores: CSS=47.2, Synergy_ZIP=0.324, Synergy_Bliss=1.63, Synergy_Loewe=0.843, Synergy_HSA=1.83. (7) Drug 1: C1=NC(=NC(=O)N1C2C(C(C(O2)CO)O)O)N. Drug 2: COC1=C2C(=CC3=C1OC=C3)C=CC(=O)O2. Cell line: EKVX. Synergy scores: CSS=-3.18, Synergy_ZIP=0.0712, Synergy_Bliss=-0.811, Synergy_Loewe=-6.17, Synergy_HSA=-4.48. (8) Drug 1: CC1=C2C(C(=O)C3(C(CC4C(C3C(C(C2(C)C)(CC1OC(=O)C(C(C5=CC=CC=C5)NC(=O)C6=CC=CC=C6)O)O)OC(=O)C7=CC=CC=C7)(CO4)OC(=O)C)O)C)OC(=O)C. Drug 2: C1C(C(OC1N2C=NC(=NC2=O)N)CO)O. Cell line: MCF7. Synergy scores: CSS=9.94, Synergy_ZIP=-14.6, Synergy_Bliss=-15.5, Synergy_Loewe=-24.9, Synergy_HSA=-14.0.